From a dataset of Full USPTO retrosynthesis dataset with 1.9M reactions from patents (1976-2016). Predict the reactants needed to synthesize the given product. (1) Given the product [Br:1][C:2]1[CH:7]=[C:6]([CH2:8][C:11]([C:12]2[CH:17]=[CH:16][CH:15]=[C:14]([Cl:18])[CH:13]=2)=[O:10])[CH:5]=[CH:4][N:3]=1, predict the reactants needed to synthesize it. The reactants are: [Br:1][C:2]1[CH:7]=[C:6]([CH3:8])[CH:5]=[CH:4][N:3]=1.C[O:10][C:11](=O)[C:12]1[CH:17]=[CH:16][CH:15]=[C:14]([Cl:18])[CH:13]=1. (2) Given the product [C:1]([O:5][C:6]([NH:8][C@H:9]([CH2:10][C:11]1[C:19]2[C:14](=[CH:15][CH:16]=[CH:17][CH:18]=2)[N:13]([CH3:23])[CH:12]=1)[C:20]([OH:22])=[O:21])=[O:7])([CH3:4])([CH3:2])[CH3:3], predict the reactants needed to synthesize it. The reactants are: [C:1]([O:5][C:6]([NH:8][C@@H:9]([C:20]([OH:22])=[O:21])[CH2:10][C:11]1[C:19]2[C:14](=[CH:15][CH:16]=[CH:17][CH:18]=2)[NH:13][CH:12]=1)=[O:7])([CH3:4])([CH3:3])[CH3:2].[CH3:23]C(C)([O-])C.[K+].IC. (3) Given the product [SH:7][CH:6]1[N:5]([CH2:1][CH2:2][CH2:3][CH3:4])[C:12](=[O:13])[CH:11]([SH:10])[N:14]([CH2:17][CH2:18][CH2:19][CH3:20])[C:15]1=[O:16], predict the reactants needed to synthesize it. The reactants are: [CH2:1]([N:5]1[C:12](=[O:13])[CH:11]2[N:14]([CH2:17][CH2:18][CH2:19][CH3:20])[C:15](=[O:16])[CH:6]1[S:7]SS[S:10]2)[CH2:2][CH2:3][CH3:4].[BH4-].[Na+]. (4) The reactants are: Br[C:2]1[C:15]2[C:10](=[CH:11][CH:12]=[CH:13][CH:14]=2)[C:9]([C:16]2[CH:21]=[CH:20][C:19]([C:22]3[N:23]=[C:24]4[CH:29]=[CH:28][CH:27]=[CH:26][N:25]4[CH:30]=3)=[CH:18][CH:17]=2)=[C:8]2[C:3]=1[CH:4]=[CH:5][CH:6]=[CH:7]2.[C:31]1([C:37]2[CH:42]=[C:41](B(O)O)[CH:40]=[C:39]([C:46]3[CH:51]=[CH:50][CH:49]=[CH:48][CH:47]=3)[CH:38]=2)[CH:36]=[CH:35][CH:34]=[CH:33][CH:32]=1.C(=O)([O-])[O-].[Na+].[Na+]. Given the product [C:31]1([C:37]2[CH:42]=[C:41]([C:2]3[C:3]4[C:8](=[CH:7][CH:6]=[CH:5][CH:4]=4)[C:9]([C:16]4[CH:21]=[CH:20][C:19]([C:22]5[N:23]=[C:24]6[CH:29]=[CH:28][CH:27]=[CH:26][N:25]6[CH:30]=5)=[CH:18][CH:17]=4)=[C:10]4[C:15]=3[CH:14]=[CH:13][CH:12]=[CH:11]4)[CH:40]=[C:39]([C:46]3[CH:47]=[CH:48][CH:49]=[CH:50][CH:51]=3)[CH:38]=2)[CH:32]=[CH:33][CH:34]=[CH:35][CH:36]=1, predict the reactants needed to synthesize it. (5) Given the product [F:8][C:6]1[CH:5]=[C:4]([C@@H:9]([C:14]2[CH:19]=[CH:18][C:17]([S:20]([CH3:23])(=[O:22])=[O:21])=[CH:16][CH:15]=2)[CH2:10][C:11]([N:26]([O:27][CH3:28])[CH3:25])=[O:13])[CH:3]=[C:2]([F:1])[CH:7]=1, predict the reactants needed to synthesize it. The reactants are: [F:1][C:2]1[CH:3]=[C:4]([C@@H:9]([C:14]2[CH:19]=[CH:18][C:17]([S:20]([CH3:23])(=[O:22])=[O:21])=[CH:16][CH:15]=2)[CH2:10][C:11]([OH:13])=O)[CH:5]=[C:6]([F:8])[CH:7]=1.Cl.[CH3:25][NH:26][O:27][CH3:28].CN(C(ON1N=NC2C=CC=NC1=2)=[N+](C)C)C.F[P-](F)(F)(F)(F)F.CCN(C(C)C)C(C)C. (6) The reactants are: C(N(CC)C(C)C)(C)C.[Cl:10][C:11]1[N:16]2[CH:17]=[CH:18][N:19]=[C:15]2[C:14](Cl)=[N:13][C:12]=1[C:21]1[CH:28]=[CH:27][C:24]([C:25]#[N:26])=[CH:23][CH:22]=1.[CH3:29][N:30]([CH3:37])[CH:31]1[CH2:36][CH2:35][NH:34][CH2:33][CH2:32]1. Given the product [Cl:10][C:11]1[N:16]2[CH:17]=[CH:18][N:19]=[C:15]2[C:14]([N:34]2[CH2:35][CH2:36][CH:31]([N:30]([CH3:37])[CH3:29])[CH2:32][CH2:33]2)=[N:13][C:12]=1[C:21]1[CH:28]=[CH:27][C:24]([C:25]#[N:26])=[CH:23][CH:22]=1, predict the reactants needed to synthesize it.